From a dataset of Full USPTO retrosynthesis dataset with 1.9M reactions from patents (1976-2016). Predict the reactants needed to synthesize the given product. (1) Given the product [Br:1][C:13]([CH3:14])([CH3:15])[C:12]([C:9]1[CH:10]=[CH:11][C:6]([CH2:5][CH2:4][Br:3])=[CH:7][CH:8]=1)=[O:16], predict the reactants needed to synthesize it. The reactants are: [Br:1]Br.[Br:3][CH2:4][CH2:5][C:6]1[CH:11]=[CH:10][C:9]([C:12](=[O:16])[CH:13]([CH3:15])[CH3:14])=[CH:8][CH:7]=1.S([O-])([O-])(=O)=S.[Na+].[Na+]. (2) Given the product [Cl:19][C:2]1[CH:7]=[C:27]([Cl:30])[N:5]2[N:9]=[C:10]([C:12]([O:14][CH2:15][CH3:16])=[O:13])[CH:11]=[C:4]2[N:3]=1, predict the reactants needed to synthesize it. The reactants are: O[C:2]1[CH:7]=C(O)[N:5]2[N:9]=[C:10]([C:12]([O:14][CH2:15][CH3:16])=[O:13])[CH:11]=[C:4]2[N:3]=1.P(Cl)(Cl)([Cl:19])=O.C(=O)(O)[O-].[Na+].[CH:27]([Cl:30])(Cl)Cl. (3) Given the product [CH3:1][N:2]1[C:25](=[O:26])[C:17]2=[CH:16][N:15]([CH2:14][C:4]3[C:13]4[C:8](=[CH:9][CH:10]=[CH:11][CH:12]=4)[CH:7]=[CH:6][CH:5]=3)[CH:19]=[C:18]2[C:20](=[O:21])[NH:3]1, predict the reactants needed to synthesize it. The reactants are: [CH3:1][NH:2][NH2:3].[C:4]1([CH2:14][N:15]2[CH:19]=[C:18]([C:20](OCC)=[O:21])[C:17]([C:25](OCC)=[O:26])=[CH:16]2)[C:13]2[C:8](=[CH:9][CH:10]=[CH:11][CH:12]=2)[CH:7]=[CH:6][CH:5]=1. (4) Given the product [OH:33][N:32]=[CH:1][C:3]1[C:8]([NH:9][C:10]([O:12][CH2:13][CH3:14])=[O:11])=[CH:7][C:6]([C:15]2[CH:16]=[CH:17][C:18](=[O:24])[N:19]([CH:21]([CH3:23])[CH3:22])[N:20]=2)=[C:5]([C:25]2[CH:30]=[CH:29][CH:28]=[CH:27][CH:26]=2)[N:4]=1, predict the reactants needed to synthesize it. The reactants are: [CH:1]([C:3]1[C:8]([NH:9][C:10]([O:12][CH2:13][CH3:14])=[O:11])=[CH:7][C:6]([C:15]2[CH:16]=[CH:17][C:18](=[O:24])[N:19]([CH:21]([CH3:23])[CH3:22])[N:20]=2)=[C:5]([C:25]2[CH:30]=[CH:29][CH:28]=[CH:27][CH:26]=2)[N:4]=1)=O.Cl.[NH2:32][OH:33].CC([O-])=O.[Na+]. (5) The reactants are: [CH2:1]([C:3]1[CH:4]=[C:5]2[C:10](=[C:11]([N:13]3[CH2:18][CH2:17][N:16]([CH2:19][CH2:20][C:21]4[CH:26]=[CH:25][C:24]([O:27][CH2:28][CH2:29][CH2:30][N:31]5[CH2:37][CH2:36][CH2:35][CH2:34][CH2:33][CH2:32]5)=[CH:23][CH:22]=4)[CH2:15][CH2:14]3)[CH:12]=1)[N:9]=[C:8]([CH2:38][CH2:39][C:40]([O:42]C)=[O:41])[CH:7]=[CH:6]2)[CH3:2].[OH-].[Na+].Cl. Given the product [CH:40]([OH:42])=[O:41].[CH2:1]([C:3]1[CH:4]=[C:5]2[C:10](=[C:11]([N:13]3[CH2:18][CH2:17][N:16]([CH2:19][CH2:20][C:21]4[CH:22]=[CH:23][C:24]([O:27][CH2:28][CH2:29][CH2:30][N:31]5[CH2:32][CH2:33][CH2:34][CH2:35][CH2:36][CH2:37]5)=[CH:25][CH:26]=4)[CH2:15][CH2:14]3)[CH:12]=1)[N:9]=[C:8]([CH2:38][CH2:39][C:40]([OH:42])=[O:41])[CH:7]=[CH:6]2)[CH3:2], predict the reactants needed to synthesize it. (6) Given the product [CH3:19][O:18][C:11]1[CH:12]=[CH:13][CH:14]=[C:15]([O:16][CH3:17])[C:10]=1[CH:2]1[N:1]([CH2:28][C:27]2[CH:30]=[CH:31][CH:32]=[C:25]([C:24]3[S:20][CH:21]=[N:22][CH:23]=3)[CH:26]=2)[C:6](=[O:8])[CH2:5][CH2:4][CH2:3]1, predict the reactants needed to synthesize it. The reactants are: [NH2:1][CH:2]([C:10]1[C:15]([O:16][CH3:17])=[CH:14][CH:13]=[CH:12][C:11]=1[O:18][CH3:19])[CH2:3][CH2:4][CH2:5][C:6]([O:8]C)=O.[S:20]1[C:24]([C:25]2[CH:26]=[C:27]([CH:30]=[CH:31][CH:32]=2)[CH:28]=O)=[CH:23][N:22]=[CH:21]1.